From a dataset of Reaction yield outcomes from USPTO patents with 853,638 reactions. Predict the reaction yield, written as a fraction of the theoretical maximum amount of product (1.0 means a 100% yield; for example, 0.34 means a 34% yield). (1) The reactants are [CH3:1][O:2][C:3]([C@@H:5]1[CH2:9][C@@H:8](OS(C2C=CC(C)=CC=2)(=O)=O)[CH2:7][N:6]1[S:21]([C:24]1[CH:33]=[CH:32][C:31]2[C:26](=[CH:27][CH:28]=[CH:29][CH:30]=2)[CH:25]=1)(=[O:23])=[O:22])=[O:4].[C:34]([O-:37])(=[S:36])[CH3:35].[K+]. The catalyst is CN(C=O)C. The product is [CH3:1][O:2][C:3]([C@@H:5]1[CH2:9][C@H:8]([S:36][C:34](=[O:37])[CH3:35])[CH2:7][N:6]1[S:21]([C:24]1[CH:33]=[CH:32][C:27]2[C:26](=[CH:31][CH:30]=[CH:29][CH:28]=2)[CH:25]=1)(=[O:23])=[O:22])=[O:4]. The yield is 0.830. (2) The reactants are [N:1]1([CH2:6][C:7]2[N:12]=[C:11]([C:13]([O:15]C)=[O:14])[CH:10]=[CH:9][CH:8]=2)[CH2:5][CH2:4][CH2:3][CH2:2]1.[OH-].[Na+].Cl. The catalyst is C(O)C.O. The product is [N:1]1([CH2:6][C:7]2[N:12]=[C:11]([C:13]([OH:15])=[O:14])[CH:10]=[CH:9][CH:8]=2)[CH2:5][CH2:4][CH2:3][CH2:2]1. The yield is 0.990. (3) The product is [CH3:1][O:2][C:3]1[CH:11]=[C:10]2[C:6]([CH2:7][N:8]([C:14]3[CH:23]=[C:22]4[C:17]([CH:18]=[CH:19][CH:20]=[N:21]4)=[CH:16][CH:15]=3)[C:9]2=[O:12])=[CH:5][CH:4]=1. The yield is 0.850. The catalyst is ClCCl.C1C=CC(/C=C/C(/C=C/C2C=CC=CC=2)=O)=CC=1.C1C=CC(/C=C/C(/C=C/C2C=CC=CC=2)=O)=CC=1.C1C=CC(/C=C/C(/C=C/C2C=CC=CC=2)=O)=CC=1.[Pd].[Pd].O1CCOCC1. The reactants are [CH3:1][O:2][C:3]1[CH:11]=[C:10]2[C:6]([CH2:7][NH:8][C:9]2=[O:12])=[CH:5][CH:4]=1.Br[C:14]1[CH:23]=[C:22]2[C:17]([CH:18]=[CH:19][CH:20]=[N:21]2)=[CH:16][CH:15]=1.CC1(C)C2C(=C(P(C3C=CC=CC=3)C3C=CC=CC=3)C=CC=2)OC2C(P(C3C=CC=CC=3)C3C=CC=CC=3)=CC=CC1=2.C(=O)([O-])[O-].[Cs+].[Cs+]. (4) The reactants are [NH2:1][C:2]1[N:7]=[CH:6][C:5]([C:8]2[N:17]=[C:16]([NH:18][CH2:19][CH:20]([C:27]3[CH:32]=[CH:31][CH:30]=[CH:29][CH:28]=3)[C:21]3[N:26]=[CH:25][CH:24]=[CH:23][N:22]=3)[C:15]3[C:10](=[CH:11][CH:12]=[CH:13][CH:14]=3)[N:9]=2)=[CH:4][N:3]=1.Cl[CH2:34][CH:35]=O. The catalyst is C(O)(C)C. The product is [N:1]1[CH:34]=[CH:35][N:7]2[CH:6]=[C:5]([C:8]3[N:17]=[C:16]([NH:18][CH2:19][CH:20]([C:27]4[CH:32]=[CH:31][CH:30]=[CH:29][CH:28]=4)[C:21]4[N:26]=[CH:25][CH:24]=[CH:23][N:22]=4)[C:15]4[C:10](=[CH:11][CH:12]=[CH:13][CH:14]=4)[N:9]=3)[CH:4]=[N:3][C:2]=12. The yield is 0.380. (5) The reactants are [NH2:1][C:2]1[CH:6]=[CH:5][S:4][C:3]=1C(OC)=O.[C:11](Cl)(=[O:16])[C:12]([CH3:15])([CH3:14])[CH3:13]. The catalyst is N1C=CC=CC=1. The product is [S:4]1[CH:5]=[CH:6][C:2]([NH:1][C:11](=[O:16])[C:12]([CH3:15])([CH3:14])[CH3:13])=[CH:3]1. The yield is 0.500.